This data is from Drug-target binding data from BindingDB using IC50 measurements. The task is: Regression. Given a target protein amino acid sequence and a drug SMILES string, predict the binding affinity score between them. We predict pIC50 (pIC50 = -log10(IC50 in M); higher means more potent). Dataset: bindingdb_ic50. (1) The small molecule is CCC(=O)NC(C)c1cc(Cl)c2cccnc2c1O. The target protein (P18054) has sequence MGRYRIRVATGAWLFSGSYNRVQLWLVGTRGEAELELQLRPARGEEEEFDHDVAEDLGLLQFVRLRKHHWLVDDAWFCDRITVQGPGACAEVAFPCYRWVQGEDILSLPEGTARLPGDNALDMFQKHREKELKDRQQIYCWATWKEGLPLTIAADRKDDLPPNMRFHEEKRLDFEWTLKAGALEMALKRVYTLLSSWNCLEDFDQIFWGQKSALAEKVRQCWQDDELFSYQFLNGANPMLLRRSTSLPSRLVLPSGMEELQAQLEKELQNGSLFEADFILLDGIPANVIRGEKQYLAAPLVMLKMEPNGKLQPMVIQIQPPNPSSPTPTLFLPSDPPLAWLLAKSWVRNSDFQLHEIQYHLLNTHLVAEVIAVATMRCLPGLHPIFKFLIPHIRYTMEINTRARTQLISDGGIFDKAVSTGGGGHVQLLRRAAAQLTYCSLCPPDDLADRGLLGLPGALYAHDALRLWEIIARYVEGIVHLFYQRDDIVKGDPELQAWCR.... The pIC50 is 4.3. (2) The small molecule is O=C1NCCC(=NNc2ccccn2)c2c1[nH]c(Cl)c2Cl. The target protein (Q15078) has sequence MGTVLSLSPSYRKATLFEDGAATVGHYTAVQNSKNAKDKNLKRHSIISVLPWKRIVAVSAKKKNSKKVQPNSSYQNNITHLNNENLKKSLSCANLSTFAQPPPAQPPAPPASQLSGSQTGGSSSVKKAPHPAVTSAGTPKRVIVQASTSELLRCLGEFLCRRCYRLKHLSPTDPVLWLRSVDRSLLLQGWQDQGFITPANVVFLYMLCRDVISSEVGSDHELQAVLLTCLYLSYSYMGNEISYPLKPFLVESCKEAFWDRCLSVINLMSSKMLQINADPHYFTQVFSDLKNESGQEDKKRLLLGLDR. The pIC50 is 5.2. (3) The drug is NC1=Nc2cccc3cccc(c23)N1. The target protein (P13738) has sequence MKHLHRFFSSDASGGIILIIAAILAMIMANSGATSGWYHDFLETPVQLRVGSLEINKNMLLWINDALMAVFFLLVGLEVKRELMQGSLASLRQAAFPVIAAIGGMIVPALLYLAFNYADPITREGWAIPAATDIAFALGVLALLGSRVPLALKIFLMALAIIDDLGAIIIIALFYTNDLSMASLGVAAVAIAVLAVLNLCGARRTGVYILVGVVLWTAVLKSGVHATLAGVIVGFFIPLKEKHGRSPAKRLEHVLHPWVAYLILPLFAFANAGVSLQGVTLDGLTSILPLGIIAGLLIGKPLGISLFCWLALRLKLAHLPEGTTYQQIMVVGILCGIGFTMSIFIASLAFGSVDPELINWAKLGILVGSISSAVIGYSWLRVRLRPSV. The pIC50 is 5.7. (4) The small molecule is Cc1c([C@@H]2CN3CCN(C(=O)Cc4c(F)cc(-n5cnnn5)cc4F)C[C@@H]3CO2)ccc2c1COC2=O. The target protein (P48048) has sequence MNASSRNVFDTLIRVLTESMFKHLRKWVVTRFFGHSRQRARLVSKDGRCNIEFGNVEAQSRFIFFVDIWTTVLDLKWRYKMTIFITAFLGSWFFFGLLWYAVAYIHKDLPEFHPSANHTPCVENINGLTSAFLFSLETQVTIGYGFRCVTEQCATAIFLLIFQSILGVIINSFMCGAILAKISRPKKRAKTITFSKNAVISKRGGKLCLLIRVANLRKSLLIGSHIYGKLLKTTVTPEGETIILDQININFVVDAGNENLFFISPLTIYHVIDHNSPFFHMAAETLLQQDFELVVFLDGTVESTSATCQVRTSYVPEEVLWGYRFAPIVSKTKEGKYRVDFHNFSKTVEVETPHCAMCLYNEKDVRARMKRGYDNPNFILSEVNETDDTKM. The pIC50 is 6.6. (5) The small molecule is COc1ccc(NC(=O)NNC(=O)c2cc3ccccc3cc2O)cc1. The target protein (A0A0B4J268) has sequence MRQVARVIVFLTLSTLSLAKTTQPISMDSYEGQEVNITCSHNNIATNDYITWYQQFPSQGPRFIIQGYKTKVTNEVASLFIPADRKSSTLSLPRVSLSDTAVYYCLVGD. The pIC50 is 4.0. (6) The small molecule is C[C@@H](CO)NC1=Nc2ccc(F)cc2S(=O)(=O)N1. The target protein (Q09429) has sequence MPLAFCGTENHSAAYRVDQGVLNNGCFVDALNVVPHVFLLFITFPILFIGWGSQSSKVHIHHSTWLHFPGHNLRWILTFILLFVLVCEIAEGILSDGVTESRHLHLYMPAGMAFMAAITSVVYYHNIETSNFPKLLIALLIYWTLAFITKTIKFVKFYDHAIGFSQLRFCLTGLLVILYGMLLLVEVNVIRVRRYVFFKTPREVKPPEDLQDLGVRFLQPFVNLLSKGTYWWMNAFIKTAHKKPIDLRAIGKLPIAMRALTNYQRLCLAFDAQARKDTQSQQGARAIWRALCHAFGRRLVLSSTFRILADLLGFAGPLCIFGIVDHLGKENHVFQPKTQFLGVYFVSSQEFLGNAYVLAVLLFLALLLQRTFLQASYYVAIETGINLRGAIQTKIYNKIMHLSTSNLSMGEMTAGQICNLVAIDTNQLMWFFFLCPNLWAMPVQIIVGVILLYYILGVSALIGAAVIILLAPVQYFVATKLSQAQRSTLEYSNERLKQTN.... The pIC50 is 5.0. (7) The drug is Cc1cn(-c2ccc3n(c2=O)CCN([C@@H]2CC[C@H]2Oc2ccc(F)c(Cl)c2C)C3=O)cn1. The target protein (P49768) has sequence MTELPAPLSYFQNAQMSEDNHLSNTVRSQNDNRERQEHNDRRSLGHPEPLSNGRPQGNSRQVVEQDEEEDEELTLKYGAKHVIMLFVPVTLCMVVVVATIKSVSFYTRKDGQLIYTPFTEDTETVGQRALHSILNAAIMISVIVVMTILLVVLYKYRCYKVIHAWLIISSLLLLFFFSFIYLGEVFKTYNVAVDYITVALLIWNFGVVGMISIHWKGPLRLQQAYLIMISALMALVFIKYLPEWTAWLILAVISVYDLVAVLCPKGPLRMLVETAQERNETLFPALIYSSTMVWLVNMAEGDPEAQRRVSKNSKYNAESTERESQDTVAENDDGGFSEEWEAQRDSHLGPHRSTPESRAAVQELSSSILAGEDPEERGVKLGLGDFIFYSVLVGKASATASGDWNTTIACFVAILIGLCLTLLLLAIFKKALPALPISITFGLVFYFATDYLVQPFMDQLAFHQFYI. The pIC50 is 6.8. (8) The small molecule is O=Nc1c(C2C(=O)Nc3c2cccc3C(F)(F)F)[nH]c2cc(C(=O)O)ccc12. The target protein sequence is MSGRPRTTSFAESCKPVQQPSAFGSMKVSRDKDGSKVTTMVATPGQGPDRPQEVSYTDAKVIGNGSFGVVYQAKLCDSGELVAIKKVLQDKRFKNRELQIMRKLDHCNIVRLRYFFYSSGEKKDEVYLNLVLDYVPETVYRVARHYSRAKQTLPVIYVKLYMYQLFRSLAYIHSFGICHRDIKPQNLLLDPDTAVLKLCDFGSAKQLVRGEPNVSYICSRYYRAPELIFGATDYTSSIDVWSAGCVLAELLLGQPIFPGDSGVDQLVEIIKVLGTPTREQIREMNPNYTEFKFPQIKAHPWTKVFRPRTPPEAIALCSRLLEYTPTARLTPLEACAHSFFDELRDPNVKLPNGRDTPALFNFTTQELSSNPPLATILIPPHARIQAAASTPSNATAASDTNAGDRGQTNNTASASASNST. The pIC50 is 5.0. (9) The target protein (P24226) has sequence MSFDLSRLSLTSSPRLSFLTRTATKKGFVRCSMKSYRLSELSFSQVENLKARPRIDFSSIFTTVNPIIDAVRSKGDTAVKEYTERFDKVQLNKVVEDVSELDIPELDSAVKEAFDVAYDNIYAFHFAQMSTEKSVENMKGVRCKRVSRSIGSVGLYVPGGTAVLPSTALMLAIPAQIAGCKTVVLATPPTKEGSICKEVLYCAKRAGVTHILKAGGAQAIAAMAWGTDSCPKVEKIFGPGNQYVTAAKMILQNSEAMVSIDMPAGPSEVLVIADEHASPVYIAADLLSQAEHGPDSQVVLVVVGDGVNLKAIEEEIAKQCKSLPRGEFASKALSHSFTVFARDMIEAITFSNLYAPEHLIINVKDAEKWEGLIENAGSVFIGPWTPESVGDYASGTNHVLPTYGYARMYSGVSLDSFLKFMTVQSLTEEGLRNLGPYVATMAEIEGLDAHKRAVTLRLKDIEAKQTQTK. The drug is N[C@@H](Cc1cnc[nH]1)C(=O)Cc1ccccc1Br. The pIC50 is 6.0. (10) The small molecule is COc1ncc(-c2cc(NC(=O)c3cccc(C(F)(F)F)c3)cnc2C)cc1C1(CF)COC1. The target protein sequence is LQKSPGPQRERKSSSSSEDRNRMKTLGRRDSSDDWEIPDGQITVGQRIGSGSFGTVYKGKWHGDVAVKMLNVTAPTPQQLQAFKNEVGVLRKTRHVNILLFMGYSTKPQLAIVTQWCEGSSLYHHLHIIETKFEMIKLIDIARQTAQGMDYLHAKSIIHRDLKSNNIFLHEDLTVKIGDFGLATEKSRWSGSHQFEQLSGSILWMAPEVIRMQDKNPYSFQSDVYAFGIVLYELMTGQLPYSNINNRDQIIFMVGRGYLSPDLSKVRSNCPKAMKRLMAECLKKKRDERPLFPQILASIELLARSLPKIHRSASEPSLNRAGFQTEDFSLYACASPKTPIQAGGYGAFPVH. The pIC50 is 6.3.